This data is from Peptide-MHC class II binding affinity with 134,281 pairs from IEDB. The task is: Regression. Given a peptide amino acid sequence and an MHC pseudo amino acid sequence, predict their binding affinity value. This is MHC class II binding data. (1) The peptide sequence is MMGMFNMLSTVLGVS. The MHC is DRB1_1501 with pseudo-sequence DRB1_1501. The binding affinity (normalized) is 0.369. (2) The peptide sequence is IYWTIVKPGDILLIN. The MHC is DRB1_0901 with pseudo-sequence DRB1_0901. The binding affinity (normalized) is 0.411. (3) The peptide sequence is FDPYKATISATPESA. The MHC is HLA-DQA10501-DQB10301 with pseudo-sequence HLA-DQA10501-DQB10301. The binding affinity (normalized) is 0.892. (4) The binding affinity (normalized) is 0.357. The MHC is HLA-DQA10501-DQB10201 with pseudo-sequence HLA-DQA10501-DQB10201. The peptide sequence is GCIHMARSLANEWRD. (5) The peptide sequence is WAVKPKAVRQIEDQL. The MHC is DRB1_0404 with pseudo-sequence DRB1_0404. The binding affinity (normalized) is 0.339.